From a dataset of Catalyst prediction with 721,799 reactions and 888 catalyst types from USPTO. Predict which catalyst facilitates the given reaction. Reactant: [NH:1]([CH3:21])[C@H:2]([C:18]([NH2:20])=[O:19])[CH2:3][C:4]1[CH:9]=[CH:8][C:7]([O:10][CH2:11][C:12]2[CH:17]=[CH:16][CH:15]=[CH:14][CH:13]=2)=[CH:6][CH:5]=1.[N:22]([C:31]([O:33][CH2:34][CH:35]1[C:47]2[C:42](=[CH:43][CH:44]=[CH:45][CH:46]=2)[C:41]2[C:36]1=[CH:37][CH:38]=[CH:39][CH:40]=2)=[O:32])([CH3:30])[C@H:23]([C:27](O)=[O:28])[CH:24]([CH3:26])[CH3:25].O. Product: [N:22]([C:31]([O:33][CH2:34][CH:35]1[C:47]2[C:42](=[CH:43][CH:44]=[CH:45][CH:46]=2)[C:41]2[C:36]1=[CH:37][CH:38]=[CH:39][CH:40]=2)=[O:32])([CH3:30])[C@H:23]([C:27]([N:1]([CH3:21])[C@H:2]([C:18]([NH2:20])=[O:19])[CH2:3][C:4]1[CH:5]=[CH:6][C:7]([O:10][CH2:11][C:12]2[CH:13]=[CH:14][CH:15]=[CH:16][CH:17]=2)=[CH:8][CH:9]=1)=[O:28])[CH:24]([CH3:26])[CH3:25]. The catalyst class is: 1.